This data is from Reaction yield outcomes from USPTO patents with 853,638 reactions. The task is: Predict the reaction yield, written as a fraction of the theoretical maximum amount of product (1.0 means a 100% yield; for example, 0.34 means a 34% yield). (1) The reactants are [Cl:1][C:2]1[N:7]=[C:6]([C:8]2[C:9]([C:17]3[CH:18]=[CH:19][C:20]([CH3:24])=[C:21]([CH:23]=3)[NH2:22])=[N:10][N:11]3[CH:16]=[CH:15][CH:14]=[CH:13][C:12]=23)[CH:5]=[CH:4][N:3]=1.[CH:25]1[CH:29]=[C:28]([CH2:30][C:31](Cl)=[O:32])[S:27][CH:26]=1.C(O)C(N)(CO)CO. The catalyst is C1COCC1. The product is [Cl:1][C:2]1[N:7]=[C:6]([C:8]2[C:9]([C:17]3[CH:18]=[CH:19][C:20]([CH3:24])=[C:21]([NH:22][C:31](=[O:32])[CH2:30][C:28]4[S:27][CH:26]=[CH:25][CH:29]=4)[CH:23]=3)=[N:10][N:11]3[CH:16]=[CH:15][CH:14]=[CH:13][C:12]=23)[CH:5]=[CH:4][N:3]=1. The yield is 0.970. (2) The reactants are [NH:1]1[C:5]2[CH:6]=[CH:7][C:8]([C:10]([OH:12])=O)=[CH:9][C:4]=2[N:3]=[CH:2]1.[NH:13]1[CH2:18][CH2:17][CH2:16][C@@H:15]2[C:19]3[CH:20]=[CH:21][C:22]([NH:26][S:27]([CH3:30])(=[O:29])=[O:28])=[CH:23][C:24]=3[CH2:25][C@H:14]12. No catalyst specified. The product is [NH:1]1[C:5]2[CH:6]=[CH:7][C:8]([C:10]([N:13]3[CH2:18][CH2:17][CH2:16][C@@H:15]4[C:19]5[CH:20]=[CH:21][C:22]([NH:26][S:27]([CH3:30])(=[O:29])=[O:28])=[CH:23][C:24]=5[CH2:25][C@H:14]34)=[O:12])=[CH:9][C:4]=2[N:3]=[CH:2]1. The yield is 0.0700. (3) The reactants are [C:1]1([C:23]2[CH:28]=[CH:27][CH:26]=[CH:25][CH:24]=2)[CH:6]=[CH:5][C:4]([NH:7][C:8]2[CH:20]=[CH:19][C:18]3[C:17]4[C:12](=[CH:13][CH:14]=[CH:15][CH:16]=4)[C:11]([CH3:22])([CH3:21])[C:10]=3[CH:9]=2)=[CH:3][CH:2]=1.[Br:29][C:30]1[CH:35]=[CH:34][C:33]([C:36]2[CH:41]=[CH:40][C:39](Br)=[CH:38][CH:37]=2)=[CH:32][CH:31]=1.CC(C)([O-])C.[Na+]. The catalyst is CC([O-])=O.CC([O-])=O.[Pd+2].CC1C=CC=CC=1C. The product is [C:1]1([C:23]2[CH:24]=[CH:25][CH:26]=[CH:27][CH:28]=2)[CH:6]=[CH:5][C:4]([N:7]([C:39]2[CH:38]=[CH:37][C:36]([C:33]3[CH:32]=[CH:31][C:30]([Br:29])=[CH:35][CH:34]=3)=[CH:41][CH:40]=2)[C:8]2[CH:20]=[CH:19][C:18]3[C:17]4[C:12](=[CH:13][CH:14]=[CH:15][CH:16]=4)[C:11]([CH3:22])([CH3:21])[C:10]=3[CH:9]=2)=[CH:3][CH:2]=1. The yield is 0.390. (4) The reactants are [CH3:1][C:2]([Si:5](Cl)([CH3:7])[CH3:6])([CH3:4])[CH3:3].CCN(CC)CC.[Br:16][C:17]1[CH:18]=[C:19]([CH2:23][OH:24])[CH:20]=[CH:21][CH:22]=1.Cl. The catalyst is CN(C1C=CN=CC=1)C.C(Cl)Cl. The product is [Br:16][C:17]1[CH:18]=[C:19]([CH2:23][O:24][Si:5]([C:2]([CH3:4])([CH3:3])[CH3:1])([CH3:7])[CH3:6])[CH:20]=[CH:21][CH:22]=1. The yield is 0.951. (5) The catalyst is C1C=CC([P]([Pd]([P](C2C=CC=CC=2)(C2C=CC=CC=2)C2C=CC=CC=2)([P](C2C=CC=CC=2)(C2C=CC=CC=2)C2C=CC=CC=2)[P](C2C=CC=CC=2)(C2C=CC=CC=2)C2C=CC=CC=2)(C2C=CC=CC=2)C2C=CC=CC=2)=CC=1.O. The reactants are Cl[C:2]1[C:11]2[C:6](=[CH:7][C:8]([Cl:12])=[CH:9][CH:10]=2)[N:5]=[CH:4][N:3]=1.[F:13][C:14]1[C:19]([CH3:20])=[CH:18][C:17](B2OC(C)(C)C(C)(C)O2)=[CH:16][C:15]=1[CH3:30].C(=O)([O-])[O-].[Na+].[Na+].C(COC)OC. The product is [Cl:12][C:8]1[CH:7]=[C:6]2[C:11]([C:2]([C:17]3[CH:18]=[C:19]([CH3:20])[C:14]([F:13])=[C:15]([CH3:30])[CH:16]=3)=[N:3][CH:4]=[N:5]2)=[CH:10][CH:9]=1. The yield is 0.710. (6) The reactants are [Cl:1][C:2]1[N:11]=[C:10](Cl)[C:9]2[C:4](=[CH:5][C:6]([O:13][CH3:14])=[CH:7][CH:8]=2)[N:3]=1.C([Sn](CCCC)(CCCC)[C:20]([O:22][CH2:23][CH3:24])=[CH2:21])CCC. No catalyst specified. The product is [Cl:1][C:2]1[N:11]=[C:10]([C:20]([O:22][CH2:23][CH3:24])=[CH2:21])[C:9]2[C:4](=[CH:5][C:6]([O:13][CH3:14])=[CH:7][CH:8]=2)[N:3]=1. The yield is 0.610. (7) The reactants are [C:1]1([C:7]2[O:8][C:9](=[O:21])[C:10]3[CH:20]=[C:19]4[C:14]([CH2:15][CH2:16][CH2:17][CH2:18]4)=[CH:13][C:11]=3[N:12]=2)[CH:6]=[CH:5][CH:4]=[CH:3][CH:2]=1.[C:22]1([CH3:30])[CH:27]=[CH:26][C:25]([Mg]Br)=[CH:24][CH:23]=1.O1CCCC1. The catalyst is ClCCl. The product is [CH3:30][C:22]1[CH:27]=[CH:26][C:25]([C:9]([C:10]2[C:11]([NH:12][C:7](=[O:8])[C:1]3[CH:6]=[CH:5][CH:4]=[CH:3][CH:2]=3)=[CH:13][C:14]3[CH2:15][CH2:16][CH2:17][CH2:18][C:19]=3[CH:20]=2)=[O:21])=[CH:24][CH:23]=1. The yield is 0.653. (8) The product is [CH3:20][C:17]1[N:18]=[CH:19][C:14]([C:7]23[NH:13][CH2:12][CH2:11][N:8]2[C:9](=[O:10])[C:4]2[N:5]([CH:21]=[C:2]([C:24]4[CH:23]=[N:22][CH:27]=[CH:26][CH:25]=4)[CH:3]=2)[CH2:6]3)=[N:15][CH:16]=1. The yield is 0.760. The catalyst is COCCOC.O.C(O)C.Cl[Pd](Cl)([P](C1C=CC=CC=1)(C1C=CC=CC=1)C1C=CC=CC=1)[P](C1C=CC=CC=1)(C1C=CC=CC=1)C1C=CC=CC=1. The reactants are Br[C:2]1[CH:3]=[C:4]2[C:9](=[O:10])[N:8]3[CH2:11][CH2:12][NH:13][C:7]3([C:14]3[CH:19]=[N:18][C:17]([CH3:20])=[CH:16][N:15]=3)[CH2:6][N:5]2[CH:21]=1.[N:22]1[CH:27]=[CH:26][CH:25]=[C:24](B(O)O)[CH:23]=1.C(=O)([O-])[O-].[Na+].[Na+].